Task: Predict the product of the given reaction.. Dataset: Forward reaction prediction with 1.9M reactions from USPTO patents (1976-2016) The product is: [CH3:19][CH:18]([O:20][C:21]1[CH:28]=[CH:27][C:26]([C:29]2[O:33][N:32]=[C:31]([C:34]3[CH:44]=[CH:43][C:37]4[CH2:38][CH2:39][N:40]([C:12](=[O:14])[C@:9]([CH3:15])([CH2:10][OH:11])[NH2:8])[CH2:41][CH2:42][C:36]=4[CH:35]=3)[N:30]=2)=[CH:25][C:22]=1[C:23]#[N:24])[CH3:17]. Given the reactants CC(OC([NH:8][C@:9]([CH3:15])([C:12]([OH:14])=O)[CH2:10][OH:11])=O)(C)C.Cl.[CH3:17][CH:18]([O:20][C:21]1[CH:28]=[CH:27][C:26]([C:29]2[O:33][N:32]=[C:31]([C:34]3[CH:44]=[CH:43][C:37]4[CH2:38][CH2:39][NH:40][CH2:41][CH2:42][C:36]=4[CH:35]=3)[N:30]=2)=[CH:25][C:22]=1[C:23]#[N:24])[CH3:19].CN(C(ON1N=NC2C=CC=NC1=2)=[N+](C)C)C.F[P-](F)(F)(F)(F)F.CCN(C(C)C)C(C)C.FC(F)(F)C(O)=O, predict the reaction product.